From a dataset of Reaction yield outcomes from USPTO patents with 853,638 reactions. Predict the reaction yield, written as a fraction of the theoretical maximum amount of product (1.0 means a 100% yield; for example, 0.34 means a 34% yield). (1) The reactants are Br[C:2]1[C:11]([N:12]2[CH2:17][CH2:16][CH2:15][CH2:14][C@@H:13]2[CH3:18])=[N:10][C:9]2[C:4](=[CH:5][CH:6]=[C:7]([C:19]([O:21][CH3:22])=[O:20])[CH:8]=2)[N:3]=1.[CH3:23][C:24]1[NH:25][C:26]2[C:31]([CH:32]=1)=[CH:30][C:29](B1OC(C)(C)C(C)(C)O1)=[CH:28][CH:27]=2.C(=O)([O-])[O-].[Na+].[Na+].O. The catalyst is COCCOC.C1C=CC([P]([Pd]([P](C2C=CC=CC=2)(C2C=CC=CC=2)C2C=CC=CC=2)([P](C2C=CC=CC=2)(C2C=CC=CC=2)C2C=CC=CC=2)[P](C2C=CC=CC=2)(C2C=CC=CC=2)C2C=CC=CC=2)(C2C=CC=CC=2)C2C=CC=CC=2)=CC=1. The product is [CH3:23][C:24]1[NH:25][C:26]2[C:31]([CH:32]=1)=[CH:30][C:29]([C:2]1[C:11]([N:12]3[CH2:17][CH2:16][CH2:15][CH2:14][C@@H:13]3[CH3:18])=[N:10][C:9]3[C:4](=[CH:5][CH:6]=[C:7]([C:19]([O:21][CH3:22])=[O:20])[CH:8]=3)[N:3]=1)=[CH:28][CH:27]=2. The yield is 0.620. (2) The reactants are Cl.[NH2:2][OH:3].[OH-].[K+].[C:6]12([NH:16][CH2:17][C:18]3[CH:23]=[CH:22][C:21](/[CH:24]=[CH:25]/[C:26]([O:28]C)=O)=[CH:20][CH:19]=3)[CH2:15][CH:10]3[CH2:11][CH:12]([CH2:14][CH:8]([CH2:9]3)[CH2:7]1)[CH2:13]2.C(O)(=O)C. The catalyst is CO.C(Cl)Cl.O. The product is [C:6]12([NH:16][CH2:17][C:18]3[CH:23]=[CH:22][C:21](/[CH:24]=[CH:25]/[C:26]([NH:2][OH:3])=[O:28])=[CH:20][CH:19]=3)[CH2:15][CH:10]3[CH2:11][CH:12]([CH2:14][CH:8]([CH2:9]3)[CH2:7]1)[CH2:13]2. The yield is 0.170. (3) The reactants are [NH2:1][C:2]1[CH:7]=[CH:6][C:5]([C:8]2[CH:13]=[CH:12][C:11]([C:14]([F:17])([F:16])[F:15])=[CH:10][CH:9]=2)=[CH:4][C:3]=1[CH2:18][NH:19][C@H:20]([C:22]([O:24]C)=O)[CH3:21].C[Al](C)C.CO.ClCCl. The catalyst is C1(C)C=CC=CC=1.C(OCC)(=O)C.C(=O)(O)[O-].[Na+]. The product is [CH3:21][C@@H:20]1[NH:19][CH2:18][C:3]2[CH:4]=[C:5]([C:8]3[CH:13]=[CH:12][C:11]([C:14]([F:15])([F:16])[F:17])=[CH:10][CH:9]=3)[CH:6]=[CH:7][C:2]=2[NH:1][C:22]1=[O:24]. The yield is 0.270. (4) The reactants are [C:1]([C:3]1[CH:4]=[C:5]([C:9]2[CH:10]=[C:11]([CH:16]=[C:17]([CH2:19][OH:20])[CH:18]=2)[C:12]([O:14][CH3:15])=[O:13])[CH:6]=[CH:7][CH:8]=1)#[N:2]. The catalyst is ClCCl.[O-2].[O-2].[Mn+4]. The product is [C:1]([C:3]1[CH:4]=[C:5]([C:9]2[CH:10]=[C:11]([CH:16]=[C:17]([CH:19]=[O:20])[CH:18]=2)[C:12]([O:14][CH3:15])=[O:13])[CH:6]=[CH:7][CH:8]=1)#[N:2]. The yield is 0.850. (5) The reactants are [C:1](O)(=[O:17])[CH2:2][CH2:3][CH2:4][CH2:5][CH2:6][CH2:7][CH2:8][CH2:9][CH2:10][CH2:11][CH2:12][CH2:13][CH2:14][CH2:15][CH3:16].[CH3:19][CH2:20][CH2:21][CH2:22][CH2:23][CH2:24][CH2:25][CH2:26][CH2:27][CH2:28][CH2:29][CH2:30][CH2:31]/[CH:32]=[CH:33]/[C@@H:34]([OH:39])[C@@H:35]([NH2:38])[CH2:36][OH:37].F[P-](F)(F)(F)(F)F.N1(OC(N(C)C)=[N+](C)C)C2C=CC=CC=2N=N1.C(O)(=O)CC(CC(O)=O)(C(O)=O)O. The catalyst is O1CCCC1.CN(C)C=O.C(N(CC)CC)C. The product is [CH3:16][CH2:15][CH2:14][CH2:13][CH2:12][CH2:11][CH2:10][CH2:9][CH2:8][CH2:7][CH2:6][CH2:5][CH2:4][CH2:3][CH2:2][C:1]([NH:38][C@H:35]([C@H:34]([OH:39])/[CH:33]=[CH:32]/[CH2:31][CH2:30][CH2:29][CH2:28][CH2:27][CH2:26][CH2:25][CH2:24][CH2:23][CH2:22][CH2:21][CH2:20][CH3:19])[CH2:36][OH:37])=[O:17]. The yield is 0.800. (6) The reactants are [C:1]([C:3]1([C:7]2[CH:8]=[C:9]([CH:13]=[CH:14][CH:15]=2)[C:10]([OH:12])=O)[CH2:6][CH2:5][CH2:4]1)#[N:2].C(Cl)(=O)C(Cl)=O.O1CCCC1.[NH2:27][C:28]1[C:29]([F:51])=[CH:30][C:31]([Cl:50])=[C:32]([CH:49]=1)[O:33][C:34]1[CH:35]=[CH:36][C:37]2[N:38]([CH:40]=[C:41]([NH:43][C:44]([CH:46]3[CH2:48][CH2:47]3)=[O:45])[N:42]=2)[N:39]=1. The catalyst is CN(C)C=O.CN1CCCC1=O. The product is [Cl:50][C:31]1[C:32]([O:33][C:34]2[CH:35]=[CH:36][C:37]3[N:38]([CH:40]=[C:41]([NH:43][C:44]([CH:46]4[CH2:47][CH2:48]4)=[O:45])[N:42]=3)[N:39]=2)=[CH:49][C:28]([NH:27][C:10](=[O:12])[C:9]2[CH:13]=[CH:14][CH:15]=[C:7]([C:3]3([C:1]#[N:2])[CH2:4][CH2:5][CH2:6]3)[CH:8]=2)=[C:29]([F:51])[CH:30]=1. The yield is 0.680. (7) The reactants are [C:1]([C:3]([C:6]1[CH:10]=[C:9]([NH:11][C:12](=[O:20])OC2C=CC=CC=2)[O:8][N:7]=1)([CH3:5])[CH3:4])#[N:2].[CH3:21][O:22][C:23]1[CH:24]=[C:25]2[C:30](=[CH:31][C:32]=1[O:33][CH3:34])[N:29]=[CH:28][N:27]=[C:26]2[S:35][C:36]1[CH:37]=[C:38]([CH:40]=[CH:41][CH:42]=1)[NH2:39]. The catalyst is C1COCC1. The product is [C:1]([C:3]([C:6]1[CH:10]=[C:9]([NH:11][C:12]([NH:39][C:38]2[CH:40]=[CH:41][CH:42]=[C:36]([S:35][C:26]3[C:25]4[C:30](=[CH:31][C:32]([O:33][CH3:34])=[C:23]([O:22][CH3:21])[CH:24]=4)[N:29]=[CH:28][N:27]=3)[CH:37]=2)=[O:20])[O:8][N:7]=1)([CH3:4])[CH3:5])#[N:2]. The yield is 0.320.